This data is from Full USPTO retrosynthesis dataset with 1.9M reactions from patents (1976-2016). The task is: Predict the reactants needed to synthesize the given product. (1) Given the product [NH2:8][C:9]1[N:10]=[CH:11][C:12]([O:15][C:16]2[CH:17]=[C:18]([CH3:30])[C:19]3[CH:23]([CH2:24][C:25]([OH:27])=[O:26])[O:22][B:21]([OH:28])[C:20]=3[CH:29]=2)=[N:13][CH:14]=1, predict the reactants needed to synthesize it. The reactants are: C(OC([NH:8][C:9]1[N:10]=[CH:11][C:12]([O:15][C:16]2[CH:17]=[C:18]([CH3:30])[C:19]3[CH:23]([CH2:24][C:25]([OH:27])=[O:26])[O:22][B:21]([OH:28])[C:20]=3[CH:29]=2)=[N:13][CH:14]=1)=O)(C)(C)C.Cl.O1CCOCC1. (2) Given the product [CH:14]1[C:23]2[C:18](=[C:19]([CH:24]([CH3:28])[C:25]([NH:8][CH2:7][C:6]3[CH:9]=[CH:10][CH:11]=[C:4]([O:3][C:2]([F:12])([F:13])[F:1])[CH:5]=3)=[O:26])[CH:20]=[CH:21][CH:22]=2)[CH:17]=[CH:16][N:15]=1, predict the reactants needed to synthesize it. The reactants are: [F:1][C:2]([F:13])([F:12])[O:3][C:4]1[CH:5]=[C:6]([CH:9]=[CH:10][CH:11]=1)[CH2:7][NH2:8].[CH:14]1[C:23]2[C:18](=[C:19]([CH:24]([CH3:28])[C:25](O)=[O:26])[CH:20]=[CH:21][CH:22]=2)[CH:17]=[CH:16][N:15]=1.C1C2C(=C(CC(O)=O)C=CC=2)C=CN=1. (3) Given the product [NH:24]1[C:25]2[C:21](=[CH:20][C:19]([CH2:18][CH2:17][C:14]3[N:15]([CH3:16])[C:11]([NH:10][C:7]4[CH:8]=[CH:9][C:4]([O:3][CH:2]([F:1])[F:34])=[CH:5][CH:6]=4)=[N:12][N:13]=3)=[CH:27][CH:26]=2)[CH:22]=[N:23]1, predict the reactants needed to synthesize it. The reactants are: [F:1][CH:2]([F:34])[O:3][C:4]1[CH:9]=[CH:8][C:7]([NH:10][C:11]2[N:15]([CH3:16])[C:14]([CH2:17][CH2:18][C:19]3[CH:20]=[C:21]4[C:25](=[CH:26][CH:27]=3)[N:24](C3CCCCO3)[N:23]=[CH:22]4)=[N:13][N:12]=2)=[CH:6][CH:5]=1.C(O)(C(F)(F)F)=O. (4) Given the product [C:23]1([C:2]2[CH:3]=[CH:4][C:5]3[N:6]([C:8]([C@H:11]([O:12][C:13]4[C:14]5[O:22][CH:21]=[CH:20][C:15]=5[CH:16]=[N:17][C:18]=4[NH2:19])[CH3:32])=[N:9][N:10]=3)[N:7]=2)[CH:28]=[CH:27][CH:26]=[CH:25][CH:24]=1, predict the reactants needed to synthesize it. The reactants are: Cl[C:2]1[CH:3]=[CH:4][C:5]2[N:6]([C:8]([CH2:11][O:12][C:13]3[C:14]4[O:22][CH:21]=[CH:20][C:15]=4[CH:16]=[N:17][C:18]=3[NH2:19])=[N:9][N:10]=2)[N:7]=1.[C:23]1(B(O)O)[CH:28]=[CH:27][CH:26]=[CH:25][CH:24]=1.[C:32](=O)([O-])[O-].[K+].[K+].O1CCOCC1. (5) Given the product [C:46]([NH:45][C:42]1[CH:43]=[CH:44][C:39]([O:38][CH2:37][CH:36]([OH:49])[CH2:35][NH:34][C:16]([C@@H:9]2[CH2:10][C:11](=[N:13][O:14][CH3:15])[CH2:12][N:8]2[C:6]([C:31]2[CH:30]=[CH:29][C:28]([C:19]3[CH:20]=[CH:21][CH:22]=[CH:23][CH:24]=3)=[CH:33][CH:32]=2)=[O:7])=[O:18])=[CH:40][CH:41]=1)(=[O:48])[CH3:47], predict the reactants needed to synthesize it. The reactants are: C(O[C:6]([N:8]1[CH2:12][C:11](=[N:13][O:14][CH3:15])[CH2:10][C@H:9]1[C:16]([OH:18])=O)=[O:7])(C)(C)C.[C:19]1([C:28]2[CH:33]=[CH:32][CH:31]=[CH:30][CH:29]=2)[CH:24]=[CH:23][C:22](C(Cl)=O)=[CH:21][CH:20]=1.[NH2:34][CH2:35][CH:36]([OH:49])[CH2:37][O:38][C:39]1[CH:44]=[CH:43][C:42]([NH:45][C:46](=[O:48])[CH3:47])=[CH:41][CH:40]=1. (6) Given the product [OH:4][C@H:3]1[C@@H:5]([OH:6])[C@H:7]([OH:8])[C@@H:9]([CH2:11][OH:12])[O:10][C@@H:2]1[NH:13][C:14]1[CH:15]=[CH:16][C:17]([C:20]2[CH:21]=[C:22]([CH:23]=[CH:24][CH:25]=2)[C:26]([O:28][CH3:29])=[O:27])=[CH:18][CH:19]=1, predict the reactants needed to synthesize it. The reactants are: O[C@H:2]1[O:10][C@H:9]([CH2:11][OH:12])[C@@H:7]([OH:8])[C@H:5]([OH:6])[C@@H:3]1[OH:4].[NH2:13][C:14]1[CH:19]=[CH:18][C:17]([C:20]2[CH:25]=[CH:24][CH:23]=[C:22]([C:26]([O:28][CH3:29])=[O:27])[CH:21]=2)=[CH:16][CH:15]=1. (7) Given the product [CH2:1]([N:8]([CH2:16][C:17]1[CH:27]=[CH:26][C:25]([C:28]2[C:37]3[C:32](=[CH:33][CH:34]=[CH:35][CH:36]=3)[CH:31]=[CH:30][CH:29]=2)=[CH:24][C:18]=1[O:19][CH2:20][C:21]([NH:38][C:39]1[CH:40]=[C:41]([CH:47]=[CH:48][CH:49]=1)[C:42]([O:44][CH3:45])=[O:43])=[O:22])[C:9](=[O:15])[C:10]([O:12][CH2:13][CH3:14])=[O:11])[C:2]1[CH:3]=[CH:4][CH:5]=[CH:6][CH:7]=1, predict the reactants needed to synthesize it. The reactants are: [CH2:1]([N:8]([CH2:16][C:17]1[CH:27]=[CH:26][C:25]([C:28]2[C:37]3[C:32](=[CH:33][CH:34]=[CH:35][CH:36]=3)[CH:31]=[CH:30][CH:29]=2)=[CH:24][C:18]=1[O:19][CH2:20][C:21](O)=[O:22])[C:9](=[O:15])[C:10]([O:12][CH2:13][CH3:14])=[O:11])[C:2]1[CH:7]=[CH:6][CH:5]=[CH:4][CH:3]=1.[NH2:38][C:39]1[CH:40]=[C:41]([CH:47]=[CH:48][CH:49]=1)[C:42]([O:44][CH2:45]C)=[O:43].C1C=CC2N(O)N=NC=2C=1.CCN=C=NCCCN(C)C.CCN(CC)CC. (8) Given the product [NH2:23][CH:1]([CH:4]1[CH2:9][CH2:8][N:7]([C:10]([O:12][C:13]([CH3:16])([CH3:15])[CH3:14])=[O:11])[CH2:6][CH2:5]1)[CH3:2], predict the reactants needed to synthesize it. The reactants are: [C:1]([CH:4]1[CH2:9][CH2:8][N:7]([C:10]([O:12][C:13]([CH3:16])([CH3:15])[CH3:14])=[O:11])[CH2:6][CH2:5]1)(=O)[CH3:2].C([O-])(=O)C.[NH4+].C([BH3-])#[N:23].[Na+]. (9) Given the product [CH3:21][O:20][C:13]1[CH:14]=[C:15]([O:18][CH3:19])[CH:16]=[CH:17][C:12]=1[NH:9][C:10]([NH:8][CH:4]([CH2:5][CH2:6][CH3:7])[CH2:3][CH2:2][CH3:1])=[O:11], predict the reactants needed to synthesize it. The reactants are: [CH3:1][CH2:2][CH2:3][CH:4]([NH2:8])[CH2:5][CH2:6][CH3:7].[N:9]([C:12]1[CH:17]=[CH:16][C:15]([O:18][CH3:19])=[CH:14][C:13]=1[O:20][CH3:21])=[C:10]=[O:11].